From a dataset of Catalyst prediction with 721,799 reactions and 888 catalyst types from USPTO. Predict which catalyst facilitates the given reaction. (1) Reactant: [CH:1]1([NH:4][C:5](=[O:45])[NH:6][C:7]2[CH:43]=[CH:42][C:10]([O:11][C:12]3[CH:17]=[CH:16][N:15]=[C:14]4[CH:18]=[C:19]([C:21]5[N:26]=[CH:25][C:24]([CH2:27][N:28]6[CH2:32][CH2:31][C@H:30]([NH:33]C(=O)OC(C)(C)C)[C:29]6=[O:41])=[CH:23][CH:22]=5)[S:20][C:13]=34)=[C:9]([F:44])[CH:8]=2)[CH2:3][CH2:2]1.O.C(O)(C(F)(F)F)=O. Product: [NH2:33][C@H:30]1[CH2:31][CH2:32][N:28]([CH2:27][C:24]2[CH:23]=[CH:22][C:21]([C:19]3[S:20][C:13]4[C:14](=[N:15][CH:16]=[CH:17][C:12]=4[O:11][C:10]4[CH:42]=[CH:43][C:7]([NH:6][C:5]([NH:4][CH:1]5[CH2:3][CH2:2]5)=[O:45])=[CH:8][C:9]=4[F:44])[CH:18]=3)=[N:26][CH:25]=2)[C:29]1=[O:41]. The catalyst class is: 2. (2) Reactant: C(O[C:6]([N:8]1[CH2:13][CH2:12][N:11]([C:14]2[CH:19]=[CH:18][C:17]([C:20]([F:23])([F:22])[F:21])=[CH:16][CH:15]=2)[CH:10]([CH3:24])[CH2:9]1)=[O:7])(C)(C)C.FC(F)(F)C(O)=O.[I:32][C:33]1[CH:41]=[CH:40][C:39]([S:42]([CH3:45])(=[O:44])=[O:43])=[CH:38][C:34]=1C(O)=O.C(N(C(C)C)C(C)C)C.CN(C(ON1N=NC2C=CC=CC1=2)=[N+](C)C)C.[B-](F)(F)(F)F. The catalyst class is: 4. Product: [I:32][C:33]1[CH:41]=[CH:40][C:39]([S:42]([CH3:45])(=[O:44])=[O:43])=[CH:38][C:34]=1[C:6]([N:8]1[CH2:13][CH2:12][N:11]([C:14]2[CH:19]=[CH:18][C:17]([C:20]([F:23])([F:21])[F:22])=[CH:16][CH:15]=2)[CH:10]([CH3:24])[CH2:9]1)=[O:7]. (3) Reactant: [CH:1]1([C:4]2[CH:5]=[C:6]([C:19](O)=[O:20])[C:7]3[C:12]([CH3:13])=[N:11][N:10]([CH:14]([CH:16]4[CH2:18][CH2:17]4)[CH3:15])[C:8]=3[N:9]=2)[CH2:3][CH2:2]1.[NH2:22][CH2:23][C:24]1[C:25](=[O:32])[NH:26][C:27]([CH3:31])=[CH:28][C:29]=1[CH3:30].ON1C2N=CC=CC=2N=N1.C(Cl)CCl.CN1CCOCC1. Product: [CH:1]1([C:4]2[CH:5]=[C:6]([C:19]([NH:22][CH2:23][C:24]3[C:25](=[O:32])[NH:26][C:27]([CH3:31])=[CH:28][C:29]=3[CH3:30])=[O:20])[C:7]3[C:12]([CH3:13])=[N:11][N:10]([CH:14]([CH:16]4[CH2:17][CH2:18]4)[CH3:15])[C:8]=3[N:9]=2)[CH2:3][CH2:2]1. The catalyst class is: 58. (4) Product: [CH3:25][C:24]([OH:26])([CH3:27])[CH2:23][NH:22][C:9]1[C:18]2[C:13](=[CH:14][CH:15]=[CH:16][CH:17]=2)[N:12]=[CH:11][C:10]=1[N+:19]([O-:21])=[O:20]. The catalyst class is: 3. Reactant: C(N(CC)CC)C.Cl[C:9]1[C:18]2[C:13](=[CH:14][CH:15]=[CH:16][CH:17]=2)[N:12]=[CH:11][C:10]=1[N+:19]([O-:21])=[O:20].[NH2:22][CH2:23][C:24]([CH3:27])([OH:26])[CH3:25].O.